Dataset: Full USPTO retrosynthesis dataset with 1.9M reactions from patents (1976-2016). Task: Predict the reactants needed to synthesize the given product. (1) Given the product [F:33][C:34]([F:43])([F:44])[C:35]1[CH:42]=[CH:41][C:38]([CH2:39][NH:40][C:4](=[O:6])[C:3]2[CH:7]=[CH:8][CH:9]=[C:10]([OH:11])[C:2]=2[NH2:1])=[CH:37][CH:36]=1, predict the reactants needed to synthesize it. The reactants are: [NH2:1][C:2]1[C:10]([OH:11])=[CH:9][CH:8]=[CH:7][C:3]=1[C:4]([OH:6])=O.CCN=C=NCCCN(C)C.OC1C2N=NNC=2C=CC=1.[F:33][C:34]([F:44])([F:43])[C:35]1[CH:42]=[CH:41][C:38]([CH2:39][NH2:40])=[CH:37][CH:36]=1. (2) Given the product [I:9][C:6]1[C:7]2[O:8][C:10]([C:12]3[CH:13]=[C:14]([NH:18][C:19](=[O:21])[CH3:20])[CH:15]=[N:16][CH:17]=3)=[CH:11][C:2]=2[CH:3]=[N:4][CH:5]=1, predict the reactants needed to synthesize it. The reactants are: I[C:2]1[CH:3]=[N:4][CH:5]=[C:6]([I:9])[C:7]=1[OH:8].[C:10]([C:12]1[CH:13]=[C:14]([NH:18][C:19](=[O:21])[CH3:20])[CH:15]=[N:16][CH:17]=1)#[CH:11]. (3) Given the product [CH2:47]([O:46][C:32]1[CH:31]=[C:30]([CH2:20][N:18]2[CH2:17][C:16]3([CH2:27][C:13]([C:8]45[CH2:11][CH2:12][C:5]([C:3]([O:2][CH3:1])=[O:4])([CH2:6][CH2:7]4)[CH2:10][CH2:9]5)=[N:14][O:15]3)[CH2:19]2)[CH:35]=[C:34]([O:36][CH2:37][CH3:38])[C:33]=1[C:39]1[CH:44]=[CH:43][C:42]([F:45])=[CH:41][CH:40]=1)[CH3:48], predict the reactants needed to synthesize it. The reactants are: [CH3:1][O:2][C:3]([C:5]12[CH2:12][CH2:11][C:8]([C:13]3[CH2:27][C:16]4([CH2:19][N:18]([C:20](OC(C)(C)C)=O)[CH2:17]4)[O:15][N:14]=3)([CH2:9][CH2:10]1)[CH2:7][CH2:6]2)=[O:4].BrC[C:30]1[CH:35]=[C:34]([O:36][CH2:37][CH3:38])[C:33]([C:39]2[CH:44]=[CH:43][C:42]([F:45])=[CH:41][CH:40]=2)=[C:32]([O:46][CH2:47][CH3:48])[CH:31]=1. (4) Given the product [Cl:3][C:4]1[CH:11]=[CH:10][CH:9]=[C:8]([CH3:12])[C:5]=1[CH2:6][OH:7], predict the reactants needed to synthesize it. The reactants are: [BH4-].[Na+].[Cl:3][C:4]1[CH:11]=[CH:10][CH:9]=[C:8]([CH3:12])[C:5]=1[CH:6]=[O:7]. (5) Given the product [Cl:29][C:26]1[CH:27]=[CH:28][C:11]2[N:10]3[C:30]([C:33]([F:34])([F:36])[F:35])=[N:31][N:32]=[C:9]3[C@@H:8]([CH2:7][CH2:6][N:39]3[NH:38][N:37]=[C:41]([CH2:42][CH2:48][C:56]([O:59][CH2:60][CH3:61])=[O:58])[NH:40]3)[S:14][C@H:13]([C:15]3[CH:20]=[CH:19][CH:18]=[C:17]([O:21][CH3:22])[C:16]=3[O:23][CH3:24])[C:12]=2[CH:25]=1, predict the reactants needed to synthesize it. The reactants are: CS(O[CH2:6][CH2:7][C@H:8]1[S:14][C@H:13]([C:15]2[CH:20]=[CH:19][CH:18]=[C:17]([O:21][CH3:22])[C:16]=2[O:23][CH3:24])[C:12]2[CH:25]=[C:26]([Cl:29])[CH:27]=[CH:28][C:11]=2[N:10]2[C:30]([C:33]([F:36])([F:35])[F:34])=[N:31][N:32]=[C:9]12)(=O)=O.[NH:37]1[C:41]([CH:42]([CH3:48])C(OCC)=O)=[N:40][N:39]=[N:38]1.C(=O)([O-])[O-].[K+].[K+].O.[C:56]([O:59][CH2:60][CH3:61])(=[O:58])C.